This data is from Forward reaction prediction with 1.9M reactions from USPTO patents (1976-2016). The task is: Predict the product of the given reaction. (1) Given the reactants [Cl:1][C:2]1[CH:7]=[CH:6][C:5]([C:8]2[C:14]3[CH:15]=[C:16]([O:19][C:20]([F:23])([F:22])[F:21])[CH:17]=[CH:18][C:13]=3[N:12]3[C:24]([CH3:27])=[N:25][N:26]=[C:11]3[C@H:10]([CH2:28][C:29](O)=[O:30])[CH:9]=2)=[CH:4][CH:3]=1.[NH2:32][CH2:33][CH2:34][N:35]1[CH2:40][CH2:39][O:38][CH2:37][CH2:36]1, predict the reaction product. The product is: [Cl:1][C:2]1[CH:7]=[CH:6][C:5]([C:8]2[C:18]3[CH:17]=[C:16]([O:19][C:20]([F:23])([F:22])[F:21])[CH:15]=[CH:14][C:13]=3[N:12]3[C:24]([CH3:27])=[N:25][N:26]=[C:11]3[C@H:10]([CH2:28][C:29]([NH:32][CH2:33][CH2:34][N:35]3[CH2:40][CH2:39][O:38][CH2:37][CH2:36]3)=[O:30])[CH:9]=2)=[CH:4][CH:3]=1. (2) Given the reactants [C:1]([C:4]1[CH:5]=[N:6][C:7]2[C:12]([C:13]=1[NH:14][C:15]1[CH:16]=[CH:17][C:18]([N:21]3[CH2:26][CH2:25][CH2:24][C@@H:23]([NH:27][C:28](=[O:34])[O:29][C:30]([CH3:33])([CH3:32])[CH3:31])[CH2:22]3)=[N:19][CH:20]=1)=[N:11][C:10](Cl)=[CH:9][CH:8]=2)(=[O:3])[CH3:2].[Cl:36][C:37]1[CH:42]=[C:41](B2OC(C)(C)C(C)(C)O2)[CH:40]=[C:39]([F:52])[C:38]=1[OH:53], predict the reaction product. The product is: [C:1]([C:4]1[CH:5]=[N:6][C:7]2[C:12]([C:13]=1[NH:14][C:15]1[CH:16]=[CH:17][C:18]([N:21]3[CH2:26][CH2:25][CH2:24][C@@H:23]([NH:27][C:28](=[O:34])[O:29][C:30]([CH3:31])([CH3:33])[CH3:32])[CH2:22]3)=[N:19][CH:20]=1)=[N:11][C:10]([C:41]1[CH:40]=[C:39]([F:52])[C:38]([OH:53])=[C:37]([Cl:36])[CH:42]=1)=[CH:9][CH:8]=2)(=[O:3])[CH3:2]. (3) Given the reactants [F:1][C:2]1[CH:7]=[CH:6][C:5]([O:8][CH2:9][CH2:10][C:11]([N:13]2[CH2:18][CH2:17][N:16](C(OC(C)(C)C)=O)[CH2:15][CH2:14]2)=[O:12])=[CH:4][CH:3]=1.O1CCOCC1.[ClH:32], predict the reaction product. The product is: [ClH:32].[F:1][C:2]1[CH:7]=[CH:6][C:5]([O:8][CH2:9][CH2:10][C:11]([N:13]2[CH2:14][CH2:15][NH:16][CH2:17][CH2:18]2)=[O:12])=[CH:4][CH:3]=1. (4) Given the reactants [C:1]([N:4]1[CH2:13][CH2:12][C:11]2[C:6](=[CH:7][C:8]([N+:14]([O-])=O)=[CH:9][CH:10]=2)[CH2:5]1)(=[O:3])[CH3:2].O.NN, predict the reaction product. The product is: [C:1]([N:4]1[CH2:13][CH2:12][C:11]2[C:6](=[CH:7][C:8]([NH2:14])=[CH:9][CH:10]=2)[CH2:5]1)(=[O:3])[CH3:2]. (5) The product is: [F:10][C:9]([F:12])([F:11])[C:7]1[CH:6]=[C:5]([C:13]([CH3:33])([CH3:34])[C:14]([N:16]([C:18]2[CH:19]=[N:20][C:21]([N:45]3[C@H:44]([CH2:43][O:42][Si:41]([C:38]([CH3:40])([CH3:39])[CH3:37])([CH3:54])[CH3:55])[CH2:53][N:52]4[C@H:47]([CH2:48][O:49][CH2:50][CH2:51]4)[CH2:46]3)=[CH:22][C:23]=2[C:24]2[CH:29]=[CH:28][C:27]([F:30])=[CH:26][C:25]=2[Cl:31])[CH3:17])=[O:15])[CH:4]=[C:3]([C:2]([F:1])([F:36])[F:35])[CH:8]=1. Given the reactants [F:1][C:2]([F:36])([F:35])[C:3]1[CH:4]=[C:5]([C:13]([CH3:34])([CH3:33])[C:14]([N:16]([C:18]2[CH:19]=[N:20][C:21](Cl)=[CH:22][C:23]=2[C:24]2[CH:29]=[CH:28][C:27]([F:30])=[CH:26][C:25]=2[Cl:31])[CH3:17])=[O:15])[CH:6]=[C:7]([C:9]([F:12])([F:11])[F:10])[CH:8]=1.[CH3:37][C:38]([Si:41]([CH3:55])([CH3:54])[O:42][CH2:43][C@@H:44]1[CH2:53][N:52]2[C@H:47]([CH2:48][O:49][CH2:50][CH2:51]2)[CH2:46][NH:45]1)([CH3:40])[CH3:39].CC(C)([O-])C.[Na+].C1(P(C2CCCCC2)C2C=CC=CC=2C2C=CC=CC=2N(C)C)CCCCC1, predict the reaction product. (6) Given the reactants [CH:1]([N:14]1[CH2:17]C(C#N)[CH2:15]1)([C:8]1[CH:13]=[CH:12][CH:11]=[CH:10][CH:9]=1)[C:2]1[CH:7]=[CH:6][CH:5]=[CH:4][CH:3]=1.[OH-].[K+].Cl.[Cl-].[Na+].C[O:26][CH:27]([OH:29])[CH3:28], predict the reaction product. The product is: [CH:1]([N:14]1[CH2:17][CH:28]([C:27]([OH:29])=[O:26])[CH2:15]1)([C:8]1[CH:9]=[CH:10][CH:11]=[CH:12][CH:13]=1)[C:2]1[CH:7]=[CH:6][CH:5]=[CH:4][CH:3]=1. (7) Given the reactants Br[CH2:2][C:3]1[C:8]([N+:9]([O-:11])=[O:10])=[CH:7][CH:6]=[CH:5][N:4]=1.[CH3:12][C:13]1[CH:18]=[CH:17][C:16]([OH:19])=[CH:15][CH:14]=1, predict the reaction product. The product is: [CH3:12][C:13]1[CH:18]=[CH:17][C:16]([O:19][CH2:2][C:3]2[C:8]([N+:9]([O-:11])=[O:10])=[CH:7][CH:6]=[CH:5][N:4]=2)=[CH:15][CH:14]=1.